Dataset: Forward reaction prediction with 1.9M reactions from USPTO patents (1976-2016). Task: Predict the product of the given reaction. (1) Given the reactants [C:1]([Si:5]([CH3:33])([CH3:32])[O:6][CH2:7][C@H:8]([CH2:19][N:20]1[CH:25]=[CH:24][C:23]([N:26]2C=NC=N2)=[N:22][C:21]1=[O:31])[C@H:9]([O:11][Si:12]([C:15]([CH3:18])([CH3:17])[CH3:16])([CH3:14])[CH3:13])[CH3:10])([CH3:4])([CH3:3])[CH3:2], predict the reaction product. The product is: [C:1]([Si:5]([CH3:32])([CH3:33])[O:6][CH2:7][C@H:8]([CH2:19][N:20]1[CH:25]=[CH:24][C:23]([NH2:26])=[N:22][C:21]1=[O:31])[C@H:9]([O:11][Si:12]([C:15]([CH3:17])([CH3:18])[CH3:16])([CH3:14])[CH3:13])[CH3:10])([CH3:2])([CH3:3])[CH3:4]. (2) The product is: [N:1]1[CH:6]=[CH:5][C:4]([CH2:7][N:8]2[CH2:13][CH2:12][NH:11][CH2:10][CH2:9]2)=[CH:3][CH:2]=1.[C:21]([OH:27])([C:23]([F:26])([F:25])[F:24])=[O:22]. Given the reactants [N:1]1[CH:6]=[CH:5][C:4]([CH2:7][N:8]2[CH2:13][CH2:12][N:11](C(OC(C)(C)C)=O)[CH2:10][CH2:9]2)=[CH:3][CH:2]=1.[C:21]([OH:27])([C:23]([F:26])([F:25])[F:24])=[O:22].C(Cl)Cl, predict the reaction product. (3) Given the reactants [CH2:1]([C:5]1([CH3:54])[CH2:10][CH2:9][N:8]([C:11]2[N:16]3[N:17]=[C:18]([C:20]4[S:21][C:22]([CH2:25][C:26]5[CH:31]=[CH:30][C:29]([F:32])=[CH:28][C:27]=5B5OC(C)(C)C(C)(C)O5)=[CH:23][N:24]=4)[CH:19]=[C:15]3[N:14]=[C:13]([CH3:42])[C:12]=2[C@H:43]([O:49][C:50]([CH3:53])([CH3:52])[CH3:51])[C:44]([O:46][CH2:47][CH3:48])=[O:45])[CH2:7][CH2:6]1)[CH2:2][CH:3]=[CH2:4].[OH:55]OS([O-])=O.[K+].S([O-])([O-])(=O)=S.[Na+].[Na+], predict the reaction product. The product is: [CH2:1]([C:5]1([CH3:54])[CH2:10][CH2:9][N:8]([C:11]2[N:16]3[N:17]=[C:18]([C:20]4[S:21][C:22]([CH2:25][C:26]5[CH:31]=[CH:30][C:29]([F:32])=[CH:28][C:27]=5[OH:55])=[CH:23][N:24]=4)[CH:19]=[C:15]3[N:14]=[C:13]([CH3:42])[C:12]=2[C@H:43]([O:49][C:50]([CH3:53])([CH3:52])[CH3:51])[C:44]([O:46][CH2:47][CH3:48])=[O:45])[CH2:7][CH2:6]1)[CH2:2][CH:3]=[CH2:4].